From a dataset of Full USPTO retrosynthesis dataset with 1.9M reactions from patents (1976-2016). Predict the reactants needed to synthesize the given product. (1) Given the product [NH2:78][S:75]([C:72]1[CH:71]=[CH:70][C:69]([CH2:68][NH:67][C:50]([C:45]2[CH:46]=[N:47][C:48]3[C:43]([C:44]=2[NH:53][C:54]2[CH:55]=[C:56]([CH:57]=[CH:58][CH:59]=2)[C:60]([O:62][CH2:63][CH3:64])=[O:61])=[CH:42][CH:41]=[C:40]([C:39]2[C:35]([CH3:34])=[N:36][O:37][C:38]=2[CH3:65])[CH:49]=3)=[O:51])=[CH:74][CH:73]=1)(=[O:76])=[O:77], predict the reactants needed to synthesize it. The reactants are: C1CN([P+](ON2N=NC3C=CC=CC2=3)(N2CCCC2)N2CCCC2)CC1.F[P-](F)(F)(F)(F)F.[CH3:34][C:35]1[C:39]([C:40]2[CH:49]=[C:48]3[C:43]([C:44]([NH:53][C:54]4[CH:59]=[CH:58][CH:57]=[C:56]([C:60]([O:62][CH2:63][CH3:64])=[O:61])[CH:55]=4)=[C:45]([C:50](O)=[O:51])[CH:46]=[N:47]3)=[CH:42][CH:41]=2)=[C:38]([CH3:65])[O:37][N:36]=1.Cl.[NH2:67][CH2:68][C:69]1[CH:74]=[CH:73][C:72]([S:75]([NH2:78])(=[O:77])=[O:76])=[CH:71][CH:70]=1.C(N(CC)CC)C. (2) The reactants are: CC1(C)COC2(CCC(CCN[C@H](C3C=CC=CC=3C)C)(O)CC2)OC1.ClC(Cl)(OC(=O)OC(Cl)(Cl)Cl)Cl.CC1(C)CO[C:43]2([CH2:63][CH2:62][C:46]3([O:51][C:50](=[O:52])[N:49]([C@H:53]([C:55]4[CH:60]=[CH:59][CH:58]=[CH:57][C:56]=4[CH3:61])[CH3:54])[CH2:48][CH2:47]3)[CH2:45][CH2:44]2)[O:42]C1. Given the product [C:56]1([CH3:61])[CH:57]=[CH:58][CH:59]=[CH:60][C:55]=1[C@@H:53]([N:49]1[CH2:48][CH2:47][C:46]2([CH2:62][CH2:63][C:43](=[O:42])[CH2:44][CH2:45]2)[O:51][C:50]1=[O:52])[CH3:54], predict the reactants needed to synthesize it. (3) Given the product [CH:8]1([C:13]([N:15]2[CH2:20][CH:19]([C:21]3[CH:22]=[CH:23][C:24]([CH2:27][CH3:28])=[CH:25][CH:26]=3)[CH2:18][CH:17]([NH:29][C:37](=[O:38])[CH2:36][C:30]3[CH:35]=[CH:34][CH:33]=[CH:32][CH:31]=3)[CH2:16]2)=[O:14])[CH2:9][CH2:10][CH2:11][CH2:12]1, predict the reactants needed to synthesize it. The reactants are: FC(F)(F)C(O)=O.[CH:8]1([C:13]([N:15]2[CH2:20][CH:19]([C:21]3[CH:26]=[CH:25][C:24]([CH2:27][CH3:28])=[CH:23][CH:22]=3)[CH2:18][CH:17]([NH2:29])[CH2:16]2)=[O:14])[CH2:12][CH2:11][CH2:10][CH2:9]1.[C:30]1([CH2:36][C:37](O)=[O:38])[CH:35]=[CH:34][CH:33]=[CH:32][CH:31]=1.